From a dataset of Reaction yield outcomes from USPTO patents with 853,638 reactions. Predict the reaction yield, written as a fraction of the theoretical maximum amount of product (1.0 means a 100% yield; for example, 0.34 means a 34% yield). The yield is 0.940. The product is [CH2:10]([O:12][C:13]1[CH:19]=[CH:18][C:16]([NH:17][C:2]2[CH:7]=[CH:6][C:5]([O:8][CH3:9])=[CH:4][CH:3]=2)=[CH:15][CH:14]=1)[CH3:11]. The reactants are Cl[C:2]1[CH:7]=[CH:6][C:5]([O:8][CH3:9])=[CH:4][CH:3]=1.[CH2:10]([O:12][C:13]1[CH:19]=[CH:18][C:16]([NH2:17])=[CH:15][CH:14]=1)[CH3:11].CC([O-])(C)C.[Na+].O(CCCC)CCCC. No catalyst specified.